From a dataset of Reaction yield outcomes from USPTO patents with 853,638 reactions. Predict the reaction yield, written as a fraction of the theoretical maximum amount of product (1.0 means a 100% yield; for example, 0.34 means a 34% yield). (1) The reactants are [OH2:1].C([C@@:10]([C:25]([OH:27])=[O:26])([OH:24])[C@@:11](C(=O)C1C=CC=CC=1)([OH:15])[C:12]([OH:14])=[O:13])(=O)C1C=CC=CC=1.[Br:28][C:29]1[CH:30]=[N:31][CH:32]=[C:33]([C@@H:35]2[CH2:39][CH2:38][CH2:37][N:36]2[CH3:40])[CH:34]=1.[CH2:41]([OH:43])[CH3:42]. No catalyst specified. The product is [C:41]([O:15][C@H:11]([C@@H:10]([O:24][C:34](=[O:1])[C:33]1[CH:32]=[CH:37][CH:38]=[CH:39][CH:35]=1)[C:25]([OH:27])=[O:26])[C:12]([OH:14])=[O:13])(=[O:43])[C:42]1[CH:39]=[CH:35][CH:33]=[CH:34][CH:29]=1.[Br:28][C:29]1[CH:30]=[N:31][CH:32]=[C:33]([C@@H:35]2[CH2:39][CH2:38][CH2:37][N:36]2[CH3:40])[CH:34]=1. The yield is 0.840. (2) The reactants are [CH2:1]([C@@:4]1([C:20]2[CH:25]=[CH:24][CH:23]=[CH:22][CH:21]=2)[O:9][C:8](=[O:10])[N:7]([C@H:11]([C:13]2[CH:18]=[CH:17][C:16]([Br:19])=[CH:15][CH:14]=2)[CH3:12])[CH2:6][CH2:5]1)[CH:2]=[CH2:3].[OH2:26]. The product is [Br:19][C:16]1[CH:15]=[CH:14][C:13]([C@@H:11]([N:7]2[CH2:6][CH2:5][C@:4]([CH2:1][C:2](=[O:26])[CH3:3])([C:20]3[CH:25]=[CH:24][CH:23]=[CH:22][CH:21]=3)[O:9][C:8]2=[O:10])[CH3:12])=[CH:18][CH:17]=1. The yield is 0.580. The catalyst is CN(C=O)C.Cl[Cu].Cl[Pd]Cl. (3) The yield is 0.766. The product is [N:11]1[C:12]2[C:7](=[CH:6][C:5]([C:3]([OH:4])=[O:2])=[CH:14][CH:13]=2)[N:8]=[CH:9][CH:10]=1. The reactants are C[O:2][C:3]([C:5]1[CH:6]=[C:7]2[C:12](=[CH:13][CH:14]=1)[N:11]=[CH:10][CH:9]=[N:8]2)=[O:4].[OH-].[Na+].Cl. The catalyst is C(O)C. (4) The catalyst is CO. The yield is 0.920. The reactants are [Cl:1][C:2]1([C:22]([O:24]CC)=[O:23])[CH:7]=[CH:6][C:5]([N:8]([C:12]2[CH:17]=[CH:16][CH:15]=[CH:14][C:13]=2[C:18]([F:21])([F:20])[F:19])[C:9](=[O:11])[NH2:10])=[CH:4][CH2:3]1.[OH-].[K+]. The product is [Cl:1][C:2]1([C:22]([OH:24])=[O:23])[CH:3]=[CH:4][C:5]([N:8]([C:12]2[CH:17]=[CH:16][CH:15]=[CH:14][C:13]=2[C:18]([F:21])([F:19])[F:20])[C:9](=[O:11])[NH2:10])=[CH:6][CH2:7]1. (5) The reactants are [N:1]1([C:6]([C@H:8]2[CH2:12][CH2:11][CH2:10][NH:9]2)=O)[CH2:5][CH2:4][CH2:3][CH2:2]1.[H]1[BH2][H][BH2]1.Cl. The catalyst is C1COCC1. The product is [N:1]1([CH2:6][C@H:8]2[CH2:12][CH2:11][CH2:10][NH:9]2)[CH2:5][CH2:4][CH2:3][CH2:2]1. The yield is 0.730. (6) The product is [F:1][C:2]1[CH:3]=[C:4]([C:10]2[C:11]([C:17]3[CH:18]=[CH:19][C:20]([O:23][CH3:24])=[CH:21][CH:22]=3)=[CH:12][C:13](=[O:16])[N:14]([CH2:25][CH:26]([CH3:28])[CH3:27])[N:15]=2)[CH:5]=[CH:6][C:7]=1[O:8][CH3:9]. The yield is 0.913. The reactants are [F:1][C:2]1[CH:3]=[C:4]([C:10]2[C:11]([C:17]3[CH:22]=[CH:21][C:20]([O:23][CH3:24])=[CH:19][CH:18]=3)=[CH:12][C:13](=[O:16])[NH:14][N:15]=2)[CH:5]=[CH:6][C:7]=1[O:8][CH3:9].[CH2:25](Br)[CH:26]([CH3:28])[CH3:27]. No catalyst specified.